Regression. Given two drug SMILES strings and cell line genomic features, predict the synergy score measuring deviation from expected non-interaction effect. From a dataset of NCI-60 drug combinations with 297,098 pairs across 59 cell lines. (1) Drug 1: C1C(C(OC1N2C=NC3=C(N=C(N=C32)Cl)N)CO)O. Drug 2: CC1=C(C=C(C=C1)C(=O)NC2=CC(=CC(=C2)C(F)(F)F)N3C=C(N=C3)C)NC4=NC=CC(=N4)C5=CN=CC=C5. Cell line: UO-31. Synergy scores: CSS=17.3, Synergy_ZIP=-0.0887, Synergy_Bliss=-0.200, Synergy_Loewe=-20.9, Synergy_HSA=-1.68. (2) Drug 1: C1CC(=O)NC(=O)C1N2CC3=C(C2=O)C=CC=C3N. Drug 2: COCCOC1=C(C=C2C(=C1)C(=NC=N2)NC3=CC=CC(=C3)C#C)OCCOC.Cl. Cell line: OVCAR-8. Synergy scores: CSS=5.05, Synergy_ZIP=-1.35, Synergy_Bliss=0.703, Synergy_Loewe=3.74, Synergy_HSA=2.15.